This data is from Full USPTO retrosynthesis dataset with 1.9M reactions from patents (1976-2016). The task is: Predict the reactants needed to synthesize the given product. (1) Given the product [N:1]1([S:10]([C:13]2[CH:26]=[CH:25][C:16]3[CH2:17][CH2:18][NH:19][CH2:20][CH2:21][C:15]=3[CH:14]=2)(=[O:11])=[O:12])[C:9]2[C:4](=[CH:5][CH:6]=[CH:7][CH:8]=2)[CH:3]=[CH:2]1, predict the reactants needed to synthesize it. The reactants are: [N:1]1([S:10]([C:13]2[CH:26]=[CH:25][C:16]3[CH2:17][CH2:18][N:19](C(=O)C)[CH2:20][CH2:21][C:15]=3[CH:14]=2)(=[O:12])=[O:11])[C:9]2[C:4](=[CH:5][CH:6]=[CH:7][CH:8]=2)[CH:3]=[CH:2]1.C(OCC)(=O)C.C(=O)([O-])O.[Na+]. (2) Given the product [F:18][C:12]1[CH:11]=[C:10]([CH:5]2[CH2:6][CH2:7][CH2:8][C:9]3[NH:1][N:2]=[CH:3][C:4]2=3)[CH:17]=[CH:16][C:13]=1[C:14]#[N:15], predict the reactants needed to synthesize it. The reactants are: [NH:1]1[C:9]2[CH2:8][CH2:7][CH:6]=[C:5]([C:10]3[CH:17]=[CH:16][C:13]([C:14]#[N:15])=[C:12]([F:18])[CH:11]=3)[C:4]=2[CH:3]=[N:2]1.[H][H]. (3) The reactants are: [Cl:1][C:2]1[CH:7]=[C:6]([NH:8][CH2:9][C:10]2[O:11][CH:12]=[CH:13][CH:14]=2)[C:5]([C:15]([O:17][CH2:18][C:19]([Cl:22])([Cl:21])[Cl:20])=[O:16])=[CH:4][C:3]=1[S:23]([NH:26][CH2:27][O:28][C:29](=[O:38])[CH2:30][CH2:31][CH2:32][CH2:33][C:34]([O:36]C)=[O:35])(=[O:25])=[O:24].[C-]#N.[Na+]. Given the product [Cl:1][C:2]1[CH:7]=[C:6]([NH:8][CH2:9][C:10]2[O:11][CH:12]=[CH:13][CH:14]=2)[C:5]([C:15]([O:17][CH2:18][C:19]([Cl:22])([Cl:21])[Cl:20])=[O:16])=[CH:4][C:3]=1[S:23]([NH:26][CH2:27][O:28][C:29](=[O:38])[CH2:30][CH2:31][CH2:32][CH2:33][C:34]([OH:36])=[O:35])(=[O:25])=[O:24], predict the reactants needed to synthesize it. (4) Given the product [CH3:20][C:18]1[NH:17][N:16]=[C:15]([NH:14][C:4]2[N:3]=[C:2]([C:23]3[CH:24]=[CH:25][S:21][CH:22]=3)[C:11]3[C:6]([CH:5]=2)=[C:7]([O:12][CH3:13])[CH:8]=[CH:9][CH:10]=3)[CH:19]=1, predict the reactants needed to synthesize it. The reactants are: Cl[C:2]1[C:11]2[C:6](=[C:7]([O:12][CH3:13])[CH:8]=[CH:9][CH:10]=2)[CH:5]=[C:4]([NH:14][C:15]2[CH:19]=[C:18]([CH3:20])[NH:17][N:16]=2)[N:3]=1.[S:21]1[CH:25]=[CH:24][C:23](B(O)O)=[CH:22]1.